Predict the product of the given reaction. From a dataset of Forward reaction prediction with 1.9M reactions from USPTO patents (1976-2016). (1) Given the reactants [Cl:1][C:2]1[CH:7]=[CH:6][C:5]([CH2:8]Cl)=[CH:4][N:3]=1.[NH:10]1[CH:14]=[CH:13][N:12]=[CH:11]1.C(=O)([O-])[O-].[K+].[K+], predict the reaction product. The product is: [Cl:1][C:2]1[CH:7]=[CH:6][C:5]([CH2:8][N:10]2[CH:14]=[CH:13][N:12]=[CH:11]2)=[CH:4][N:3]=1. (2) Given the reactants [CH2:1]([O:3][C:4]([N:6]1[C:14]2[C:9](=[CH:10][CH:11]=[C:12]([Cl:15])[CH:13]=2)/[C:8](=[CH:16]/[C:17]2[CH:22]=[CH:21][CH:20]=[C:19]([Cl:23])[CH:18]=2)/[C:7]1=[O:24])=[O:5])[CH3:2].[F:25][C:26]1[CH:27]=[C:28]([CH:32]=[N:33][C:34]([O:36][Si](C)(C)C)=[CH2:35])[CH:29]=[CH:30][CH:31]=1, predict the reaction product. The product is: [CH2:1]([O:3][C:4]([N:6]1[C:14]2[C:9](=[CH:10][CH:11]=[C:12]([Cl:15])[CH:13]=2)[C:8]2([CH:16]([C:17]3[CH:22]=[CH:21][CH:20]=[C:19]([Cl:23])[CH:18]=3)[CH2:35][C:34](=[O:36])[NH:33][CH:32]2[C:28]2[CH:29]=[CH:30][CH:31]=[C:26]([F:25])[CH:27]=2)[C:7]1=[O:24])=[O:5])[CH3:2]. (3) Given the reactants C([O-])([O-])=O.[K+].[K+].[O:7]1[CH2:11][CH2:10][NH:9][C:8]1=[O:12].[C:13]([O:17][C:18]([N:20]1[CH2:25][C@H:24]([CH2:26]Cl)[N:23]([CH2:28][C:29]2[CH:34]=[CH:33][CH:32]=[CH:31][CH:30]=2)[CH2:22][C@H:21]1[CH3:35])=[O:19])([CH3:16])([CH3:15])[CH3:14], predict the reaction product. The product is: [C:13]([O:17][C:18]([N:20]1[CH2:25][C@H:24]([CH2:26][N:9]2[CH2:10][CH2:11][O:7][C:8]2=[O:12])[N:23]([CH2:28][C:29]2[CH:30]=[CH:31][CH:32]=[CH:33][CH:34]=2)[CH2:22][C@H:21]1[CH3:35])=[O:19])([CH3:14])([CH3:15])[CH3:16]. (4) The product is: [NH2:16][C:15]1[C:14]2[CH:13]=[N:12][C:11]([S:17][CH3:18])=[N:10][C:9]=2[N:8]([CH:3]2[CH2:4][CH2:5][CH2:6][CH2:7]2)[C:19](=[O:22])[C:20]=1[CH3:21]. Given the reactants [H-].[Na+].[CH:3]1([NH:8][C:9]2[C:14]([C:15]#[N:16])=[CH:13][N:12]=[C:11]([S:17][CH3:18])[N:10]=2)[CH2:7][CH2:6][CH2:5][CH2:4]1.[C:19](O[C:19](=[O:22])[CH2:20][CH3:21])(=[O:22])[CH2:20][CH3:21], predict the reaction product. (5) Given the reactants [Cl:1][C:2]1[C:3]([O:18][C:19]2[CH:20]=[N:21][C:22](Cl)=[CH:23][C:24]=2[C:25]2[N:29]([CH3:30])[N:28]=[CH:27][CH:26]=2)=[CH:4][C:5]([F:17])=[C:6]([S:8]([NH:11][C:12]2[S:13][CH:14]=[CH:15][N:16]=2)(=[O:10])=[O:9])[CH:7]=1.[F:32][C:33]1[CH:34]=[C:35](B(O)O)[CH:36]=[CH:37][CH:38]=1.C([O-])([O-])=O.[Na+].[Na+].O, predict the reaction product. The product is: [Cl:1][C:2]1[C:3]([O:18][C:19]2[CH:20]=[N:21][C:22]([C:37]3[CH:36]=[CH:35][CH:34]=[C:33]([F:32])[CH:38]=3)=[CH:23][C:24]=2[C:25]2[N:29]([CH3:30])[N:28]=[CH:27][CH:26]=2)=[CH:4][C:5]([F:17])=[C:6]([S:8]([NH:11][C:12]2[S:13][CH:14]=[CH:15][N:16]=2)(=[O:10])=[O:9])[CH:7]=1. (6) The product is: [Cl:7][C:8]1[CH:13]=[C:12]([NH:14][CH2:1][C:2]([CH3:5])=[CH2:3])[C:11]([I:15])=[CH:10][N:9]=1. Given the reactants [CH3:1][C:2]([CH3:5])([O-])[CH3:3].[K+].[Cl:7][C:8]1[CH:13]=[C:12]([NH2:14])[C:11]([I:15])=[CH:10][N:9]=1.BrCC(C)=C, predict the reaction product. (7) Given the reactants [CH2:1]([N:5]1[C:17]2[C:16]3[CH:15]=[C:14]([CH:18]=[CH2:19])[CH:13]=[CH:12][C:11]=3[N:10]=[C:9]([NH2:20])[C:8]=2[N:7]=[CH:6]1)[CH:2]([CH3:4])[CH3:3].C12BC(CCC1)CCC2.[OH:30]O.[OH-].[Na+], predict the reaction product. The product is: [NH2:20][C:9]1[C:8]2[N:7]=[CH:6][N:5]([CH2:1][CH:2]([CH3:4])[CH3:3])[C:17]=2[C:16]2[CH:15]=[C:14]([CH2:18][CH2:19][OH:30])[CH:13]=[CH:12][C:11]=2[N:10]=1.